From a dataset of Full USPTO retrosynthesis dataset with 1.9M reactions from patents (1976-2016). Predict the reactants needed to synthesize the given product. (1) Given the product [N:1]1[C:11]2=[C:12]3[C:7](=[CH:8][CH:9]=[CH:10]2)[O:6][CH2:5][CH2:4][N:3]3[C:2]=1[N:13]([CH2:24][C:25]1[CH:26]=[CH:27][C:28]([C:31]([F:32])([F:33])[F:34])=[CH:29][CH:30]=1)[S:14]([C:17]1[CH:18]=[CH:19][CH:20]=[CH:21][CH:22]=1)(=[O:16])=[O:15], predict the reactants needed to synthesize it. The reactants are: [N:1]1[C:11]2=[C:12]3[C:7](=[CH:8][CH:9]=[CH:10]2)[O:6][CH2:5][CH2:4][N:3]3[C:2]=1[NH:13][S:14]([C:17]1[CH:22]=[CH:21][CH:20]=[CH:19][CH:18]=1)(=[O:16])=[O:15].Br[CH2:24][C:25]1[CH:30]=[CH:29][C:28]([C:31]([F:34])([F:33])[F:32])=[CH:27][CH:26]=1.C(=O)([O-])[O-].[K+].[K+]. (2) Given the product [CH3:18][N:9]1[C:8]2[C:3]([C:4]([O:6][CH3:7])=[O:5])=[CH:2][NH:1][C:13](=[O:14])[C:12]=2[CH:11]=[C:10]1[CH3:17], predict the reactants needed to synthesize it. The reactants are: [NH2:1][CH:2]=[C:3]([C:8]1[N:9]([CH3:18])[C:10]([CH3:17])=[CH:11][C:12]=1[C:13](OC)=[O:14])[C:4]([O:6][CH3:7])=[O:5].CC(C)([O-])C.[K+]. (3) Given the product [F:1][C:2]1[CH:7]=[C:6]([F:8])[CH:5]=[C:4]2[C:3]=1[C:10](=[O:22])[CH:11]=[C:12]([C:14]1[CH:19]=[CH:18][C:17]([O:20][CH3:21])=[CH:16][CH:15]=1)[O:13]2, predict the reactants needed to synthesize it. The reactants are: [F:1][C:2]1[CH:7]=[C:6]([F:8])[CH:5]=[C:4](F)[C:3]=1[C:10](=[O:22])[CH2:11][C:12]([C:14]1[CH:19]=[CH:18][C:17]([O:20][CH3:21])=[CH:16][CH:15]=1)=[O:13]. (4) Given the product [C:8]1([C:14]2([C:21]3[CH:28]=[C:27]([CH:26]=[CH:25][C:22]=3[C:23]3[NH:24][N:3]=[N:2][N:1]=3)[O:29][CH2:30][C:31]3[CH:40]=[CH:39][C:38]4[C:33](=[CH:34][CH:35]=[CH:36][CH:37]=4)[N:32]=3)[CH2:19][CH:18]3[CH2:20][CH:15]2[CH2:16][CH2:17]3)[CH:9]=[CH:10][CH:11]=[CH:12][CH:13]=1, predict the reactants needed to synthesize it. The reactants are: [N:1]([Sn](C)(C)C)=[N+:2]=[N-:3].[C:8]1([C:14]2([C:21]3[CH:28]=[C:27]([O:29][CH2:30][C:31]4[CH:40]=[CH:39][C:38]5[C:33](=[CH:34][CH:35]=[CH:36][CH:37]=5)[N:32]=4)[CH:26]=[CH:25][C:22]=3[C:23]#[N:24])[CH2:19][CH:18]3[CH2:20][CH:15]2[CH2:16][CH2:17]3)[CH:13]=[CH:12][CH:11]=[CH:10][CH:9]=1. (5) Given the product [F:1][C:2]1[CH:7]=[CH:6][CH:5]=[CH:4][C:3]=1[N:8]1[C:16]2[C:11](=[C:12]([N:17]3[CH2:21][CH2:20][N:19]([CH2:22][C:23]([N:29]4[CH2:30][CH2:32][C@H:35]([OH:43])[CH2:33]4)=[O:24])[C:18]3=[O:26])[CH:13]=[CH:14][CH:15]=2)[CH:10]=[N:9]1, predict the reactants needed to synthesize it. The reactants are: [F:1][C:2]1[CH:7]=[CH:6][CH:5]=[CH:4][C:3]=1[N:8]1[C:16]2[C:11](=[C:12]([N:17]3[CH2:21][CH2:20][N:19]([CH2:22][C:23](O)=[O:24])[C:18]3=[O:26])[CH:13]=[CH:14][CH:15]=2)[CH:10]=[N:9]1.C([N:29]([CH:33]([CH3:35])C)[CH:30]([CH3:32])C)C.CN(C([O:43]N1N=NC2C=CC=NC1=2)=[N+](C)C)C.F[P-](F)(F)(F)(F)F. (6) Given the product [S:8]1[C:12]2[CH:13]=[C:14]([N:17]3[CH:18]([CH3:23])[CH2:19][NH:3][C:6]3=[O:31])[CH:15]=[CH:16][C:11]=2[N:10]=[CH:9]1, predict the reactants needed to synthesize it. The reactants are: C([N:3]([CH2:6]C)CC)C.[S:8]1[C:12]2[CH:13]=[C:14]([NH:17][CH:18]([CH3:23])[CH2:19]C(O)=O)[CH:15]=[CH:16][C:11]=2[N:10]=[CH:9]1.C1C=CC(P(N=[N+]=[N-])(C2C=CC=CC=2)=[O:31])=CC=1.CO. (7) Given the product [Cl:31][CH2:2][CH2:3][CH2:4][CH2:5][C:6]1([C:9]([O:11][C:12]([CH3:15])([CH3:14])[CH3:13])=[O:10])[CH2:8][CH2:7]1, predict the reactants needed to synthesize it. The reactants are: Br[CH2:2][CH2:3][CH2:4][CH2:5][C:6]1([C:9]([O:11][C:12]([CH3:15])([CH3:14])[CH3:13])=[O:10])[CH2:8][CH2:7]1.C1(C(OC(C)(C)C)=O)CC1.BrCCCC[Cl:31].[Li+].CC([N-]C(C)C)C. (8) Given the product [ClH:15].[CH:7]1([C:13]([O:14][CH2:3][CH2:2][NH:1][CH3:6])=[O:18])[CH2:12][CH2:11][CH2:10][CH2:9][CH2:8]1, predict the reactants needed to synthesize it. The reactants are: [N:1]1[CH:6]=CC=[CH:3][CH:2]=1.[CH:7]1([C:13]([Cl:15])=[O:14])[CH2:12][CH2:11][CH2:10][CH2:9][CH2:8]1.C(OCC)(=[O:18])C.